Dataset: Forward reaction prediction with 1.9M reactions from USPTO patents (1976-2016). Task: Predict the product of the given reaction. (1) Given the reactants [C:1]([C:3]1[C:8]2[S:9](=[O:28])(=[O:27])[CH2:10][C:11]3[C:15]([C:16]([O:18]CC)=[O:17])=[N:14][N:13]([C:21]4[CH:26]=[CH:25][CH:24]=[CH:23][CH:22]=4)[C:12]=3[C:7]=2[CH:6]=[CH:5][CH:4]=1)#[N:2].[OH-:29].[Na+].OO, predict the reaction product. The product is: [NH2:2][C:1]([C:3]1[C:8]2[S:9](=[O:28])(=[O:27])[CH2:10][C:11]3[C:15]([C:16]([OH:18])=[O:17])=[N:14][N:13]([C:21]4[CH:26]=[CH:25][CH:24]=[CH:23][CH:22]=4)[C:12]=3[C:7]=2[CH:6]=[CH:5][CH:4]=1)=[O:29]. (2) Given the reactants C([O:8][C:9](=[O:36])[CH2:10][C@@H:11]([C:24]1[CH:28]=[CH:27][N:26]([C:29]2[CH:34]=[CH:33][C:32]([F:35])=[CH:31][CH:30]=2)[CH:25]=1)[C:12]([NH:14][C@H:15]([C:20](=[O:23])[NH:21][CH3:22])[C:16]([CH3:19])([CH3:18])[CH3:17])=[O:13])C1C=CC=CC=1.CC(OC)(C)C, predict the reaction product. The product is: [CH3:17][C:16]([CH3:19])([CH3:18])[C@H:15]([NH:14][C:12](=[O:13])[C@H:11]([C:24]1[CH:28]=[CH:27][N:26]([C:29]2[CH:34]=[CH:33][C:32]([F:35])=[CH:31][CH:30]=2)[CH:25]=1)[CH2:10][C:9]([OH:36])=[O:8])[C:20](=[O:23])[NH:21][CH3:22]. (3) Given the reactants [F:1][C:2]1[CH:7]=[CH:6][C:5]([C:8]2[O:9][C:10]3[CH:20]=[C:19]([CH2:21][C:22]([O:24][CH3:25])=[O:23])[C:18](OS(C(F)(F)F)(=O)=O)=[CH:17][C:11]=3[C:12]=2[C:13](=[O:16])[NH:14][CH3:15])=[CH:4][CH:3]=1.CC1(C)C(C)(C)OB([C:42]2[CH:43]=[C:44]([CH:52]=[CH:53][CH:54]=2)[C:45]([O:47][C:48]([CH3:51])([CH3:50])[CH3:49])=[O:46])O1.C(=O)([O-])[O-].[Cs+].[Cs+].N#N, predict the reaction product. The product is: [F:1][C:2]1[CH:3]=[CH:4][C:5]([C:8]2[O:9][C:10]3[CH:20]=[C:19]([CH2:21][C:22]([O:24][CH3:25])=[O:23])[C:18]([C:42]4[CH:43]=[C:44]([CH:52]=[CH:53][CH:54]=4)[C:45]([O:47][C:48]([CH3:50])([CH3:51])[CH3:49])=[O:46])=[CH:17][C:11]=3[C:12]=2[C:13](=[O:16])[NH:14][CH3:15])=[CH:6][CH:7]=1.